Dataset: Reaction yield outcomes from USPTO patents with 853,638 reactions. Task: Predict the reaction yield, written as a fraction of the theoretical maximum amount of product (1.0 means a 100% yield; for example, 0.34 means a 34% yield). (1) The reactants are [Cl:1][C:2]1[CH:7]=[C:6]([NH:8][C:9](=[O:15])[O:10][C:11]([CH3:14])([CH3:13])[CH3:12])[N:5]2[N:16]=[CH:17][CH:18]=[C:4]2[N:3]=1.O=P(Cl)(Cl)Cl.CN([CH:27]=[O:28])C. No catalyst specified. The product is [Cl:1][C:2]1[CH:7]=[C:6]([NH:8][C:9](=[O:15])[O:10][C:11]([CH3:13])([CH3:14])[CH3:12])[N:5]2[N:16]=[CH:17][C:18]([CH:27]=[O:28])=[C:4]2[N:3]=1. The yield is 0.270. (2) The reactants are C[O:2][C:3]1(OC)[CH2:7][CH2:6][CH:5]([CH2:8][CH2:9][OH:10])[CH2:4]1.C1(C)C=CC(S(O)(=O)=O)=CC=1. The catalyst is CCOCC. The product is [OH:10][CH2:9][CH2:8][CH:5]1[CH2:6][CH2:7][C:3](=[O:2])[CH2:4]1. The yield is 0.950. (3) The catalyst is O1CCOCC1.O.C1C=CC(P(C2C=CC=CC=2)[C-]2C=CC=C2)=CC=1.C1C=CC(P(C2C=CC=CC=2)[C-]2C=CC=C2)=CC=1.Cl[Pd]Cl.[Fe+2].C(Cl)Cl. The product is [NH2:1][C:2]1[N:7]=[C:6]([NH:8][C@H:9]([C:11]2[N:16]=[C:15]3[CH:17]=[CH:18][N:19]([CH3:20])[C:14]3=[CH:13][C:12]=2[C:33]2[CH2:38][CH2:37][CH:36]([NH:39][C:40](=[O:46])[O:41][C:42]([CH3:44])([CH3:43])[CH3:45])[CH2:35][CH:34]=2)[CH3:10])[C:5]([C:22]#[N:23])=[C:4]([CH3:24])[N:3]=1. The yield is 0.870. The reactants are [NH2:1][C:2]1[N:7]=[C:6]([NH:8][C@H:9]([C:11]2[N:16]=[C:15]3[CH:17]=[CH:18][N:19]([CH3:20])[C:14]3=[CH:13][C:12]=2Br)[CH3:10])[C:5]([C:22]#[N:23])=[C:4]([CH3:24])[N:3]=1.CC1(C)C(C)(C)OB([C:33]2[CH2:38][CH2:37][CH:36]([NH:39][C:40](=[O:46])[O:41][C:42]([CH3:45])([CH3:44])[CH3:43])[CH2:35][CH:34]=2)O1.C(=O)(O)[O-].[Na+]. (4) The reactants are [O:1]1[CH2:5][CH2:4][CH2:3][C@@H:2]1[CH2:6][N:7]1[C:15]2[C:10](=[CH:11][CH:12]=[CH:13][CH:14]=2)[C:9]2([C:19]3[CH:20]=[CH:21][C:22]([O:24][Si](C(C)C)(C(C)C)C(C)C)=[CH:23][C:18]=3[O:17][CH2:16]2)[C:8]1=[O:35].[F-].C([N+](CCCC)(CCCC)CCCC)CCC. The catalyst is O1CCCC1. The product is [OH:24][C:22]1[CH:21]=[CH:20][C:19]2[C:9]3([CH2:16][O:17][C:18]=2[CH:23]=1)[C:10]1[C:15](=[CH:14][CH:13]=[CH:12][CH:11]=1)[N:7]([CH2:6][C@H:2]1[CH2:3][CH2:4][CH2:5][O:1]1)[C:8]3=[O:35]. The yield is 0.860. (5) The reactants are [C:1]([C:3]1[CH:4]=[C:5]([CH:34]([CH3:36])[CH3:35])[C:6]2[O:10][C:9]([C:11]3[CH:32]=[CH:31][C:14]([C:15]([NH:17][CH2:18][CH:19]4[CH2:23][CH2:22][N:21](C(OC(C)(C)C)=O)[CH2:20]4)=[O:16])=[CH:13][CH:12]=3)=[N:8][C:7]=2[CH:33]=1)#[N:2].FC(F)(F)C(O)=O. The catalyst is ClCCl. The product is [C:1]([C:3]1[CH:4]=[C:5]([CH:34]([CH3:36])[CH3:35])[C:6]2[O:10][C:9]([C:11]3[CH:12]=[CH:13][C:14]([C:15]([NH:17][CH2:18][CH:19]4[CH2:23][CH2:22][NH:21][CH2:20]4)=[O:16])=[CH:31][CH:32]=3)=[N:8][C:7]=2[CH:33]=1)#[N:2]. The yield is 0.900. (6) The catalyst is O1CCCC1.C(OCC)(=O)C. The reactants are [CH3:1][C:2]1[CH:3]=[C:4]([CH:8]=[CH:9][C:10]=1[C:11]([N:13]1[CH2:17][CH2:16][CH2:15][CH2:14]1)=[O:12])[C:5]([OH:7])=O.CN(C(ON1N=NC2C=CC=CC1=2)=[N+](C)C)C.[B-](F)(F)(F)F.C(N(C(C)C)CC)(C)C.[Cl:49][C:50]1[CH:65]=[CH:64][C:53]2[NH:54][C:55]([C:57]3([NH2:63])[CH2:62][CH2:61][CH2:60][CH2:59][CH2:58]3)=[N:56][C:52]=2[CH:51]=1.ClCl. The product is [Cl:49][C:50]1[CH:65]=[CH:64][C:53]2[NH:54][C:55]([C:57]3([NH:63][C:5](=[O:7])[C:4]4[CH:8]=[CH:9][C:10]([C:11]([N:13]5[CH2:17][CH2:16][CH2:15][CH2:14]5)=[O:12])=[C:2]([CH3:1])[CH:3]=4)[CH2:62][CH2:61][CH2:60][CH2:59][CH2:58]3)=[N:56][C:52]=2[CH:51]=1. The yield is 0.780.